Dataset: NCI-60 drug combinations with 297,098 pairs across 59 cell lines. Task: Regression. Given two drug SMILES strings and cell line genomic features, predict the synergy score measuring deviation from expected non-interaction effect. Drug 1: CC1=C2C(C(=O)C3(C(CC4C(C3C(C(C2(C)C)(CC1OC(=O)C(C(C5=CC=CC=C5)NC(=O)OC(C)(C)C)O)O)OC(=O)C6=CC=CC=C6)(CO4)OC(=O)C)OC)C)OC. Drug 2: C1CCC(C1)C(CC#N)N2C=C(C=N2)C3=C4C=CNC4=NC=N3. Cell line: NCI-H522. Synergy scores: CSS=39.9, Synergy_ZIP=-4.38, Synergy_Bliss=-3.18, Synergy_Loewe=-32.9, Synergy_HSA=-1.04.